This data is from Reaction yield outcomes from USPTO patents with 853,638 reactions. The task is: Predict the reaction yield, written as a fraction of the theoretical maximum amount of product (1.0 means a 100% yield; for example, 0.34 means a 34% yield). The reactants are F[C:2]1[CH:7]=[C:6]([CH:8]([CH2:17][C:18](=O)[C:19]([CH3:22])([CH3:21])[CH3:20])[C:9]([C:11]2[CH:16]=[CH:15][CH:14]=[CH:13][CH:12]=2)=O)C=C[N:3]=1.[C:24]([O-:27])(=O)[CH3:25].[NH4+:28].C([O-])(O)=O.[Na+].CCOC(C)=O. The catalyst is C(O)(=O)C. The product is [C:19]([C:18]1[NH:28][C:9]([C:11]2[CH:16]=[CH:15][CH:14]=[CH:13][CH:12]=2)=[C:8]([C:6]2[CH:7]=[CH:2][NH:3][C:24](=[O:27])[CH:25]=2)[CH:17]=1)([CH3:22])([CH3:21])[CH3:20]. The yield is 0.780.